Task: Predict the reactants needed to synthesize the given product.. Dataset: Full USPTO retrosynthesis dataset with 1.9M reactions from patents (1976-2016) (1) Given the product [I:20][C:3]1[C:4]2[C:5](=[N:6][CH:7]=[C:8]([C:10]([O:12][CH3:13])=[O:11])[CH:9]=2)[NH:1][CH:2]=1, predict the reactants needed to synthesize it. The reactants are: [NH:1]1[C:5]2=[N:6][CH:7]=[C:8]([C:10]([O:12][CH3:13])=[O:11])[CH:9]=[C:4]2[CH:3]=[CH:2]1.C(=O)([O-])[O-].[K+].[K+].[I:20]I.S(=O)(O)[O-].[Na+]. (2) Given the product [C:31]([NH:30][C:26]1[CH:25]=[C:24]([C:21]2[CH:22]=[CH:23][C:18]([NH:17][C:10](=[O:12])[C@H:9]([NH2:8])[CH2:13][CH:14]([CH3:15])[CH3:16])=[CH:19][CH:20]=2)[CH:29]=[CH:28][N:27]=1)(=[O:33])[CH3:32], predict the reactants needed to synthesize it. The reactants are: C(OC([NH:8][C@H:9]([CH2:13][CH:14]([CH3:16])[CH3:15])[C:10]([OH:12])=O)=O)(C)(C)C.[NH2:17][C:18]1[CH:23]=[CH:22][C:21]([C:24]2[CH:29]=[CH:28][N:27]=[C:26]([NH:30][C:31](=[O:33])[CH3:32])[CH:25]=2)=[CH:20][CH:19]=1. (3) Given the product [CH3:1][N:2]([CH3:16])[CH2:3][CH2:4][N:5]1[CH2:10][CH2:9][O:8][C:7]2[CH:11]=[C:12]([NH:15][C:23]([C:19]3[S:18][CH:22]=[CH:21][CH:20]=3)=[NH:24])[CH:13]=[CH:14][C:6]1=2, predict the reactants needed to synthesize it. The reactants are: [CH3:1][N:2]([CH3:16])[CH2:3][CH2:4][N:5]1[CH2:10][CH2:9][O:8][C:7]2[CH:11]=[C:12]([NH2:15])[CH:13]=[CH:14][C:6]1=2.I.[S:18]1[CH:22]=[CH:21][CH:20]=[C:19]1[C:23](SC)=[NH:24]. (4) Given the product [C:18]([O:21][CH2:22][C@@H:23]1[CH2:26][CH2:25][C@@H:24]1[CH2:27][OH:28])(=[O:20])[CH3:19], predict the reactants needed to synthesize it. The reactants are: C([O-])(=O)CC(CC([O-])=O)(C([O-])=O)O.[Na+].[Na+].[Na+].O.[C:18]([O:21][CH2:22][C@@H:23]1[CH2:26][CH2:25][C@@H:24]1[CH2:27][O:28]C(=O)C)(=[O:20])[CH3:19].C(OCC1C=CC=CC=1)(=O)C1C=CC=CC=1. (5) Given the product [Si:18]([O:17][CH:11]1[CH2:10][C:9]2[CH:8]=[C:7]([C:73]([O:75][CH3:56])=[O:74])[CH:16]=[CH:15][C:14]=2[CH2:13][CH2:12]1)([C:21]([CH3:23])([CH3:24])[CH3:22])([CH3:20])[CH3:19], predict the reactants needed to synthesize it. The reactants are: FC(F)(F)S(O[C:7]1[CH:16]=[CH:15][C:14]2[CH2:13][CH2:12][CH:11]([O:17][Si:18]([C:21]([CH3:24])([CH3:23])[CH3:22])([CH3:20])[CH3:19])[CH2:10][C:9]=2[CH:8]=1)(=O)=O.C1(P(C2C=CC=CC=2)CCCP(C2C=CC=CC=2)C2C=CC=CC=2)C=CC=CC=1.[CH2:56](N(CC)CC)C.C1C2CCCCC=2C=CC=1[C:73]([O-:75])=[O:74]. (6) Given the product [CH3:18][O:17][C:13]1[CH:12]=[C:11]2[C:16](=[CH:15][CH:14]=1)[NH:8][C:9]([CH3:23])=[C:10]2[CH2:19][C:20]([NH2:22])=[O:21], predict the reactants needed to synthesize it. The reactants are: ClC1C=CC(C([N:8]2[C:16]3[C:11](=[CH:12][C:13]([O:17][CH3:18])=[CH:14][CH:15]=3)[C:10]([CH2:19][C:20]([NH2:22])=[O:21])=[C:9]2[CH3:23])=O)=CC=1.[OH-].[Na+].Cl.